Dataset: Drug half-life prediction data from Obach et al.. Task: Regression/Classification. Given a drug SMILES string, predict its absorption, distribution, metabolism, or excretion properties. Task type varies by dataset: regression for continuous measurements (e.g., permeability, clearance, half-life) or binary classification for categorical outcomes (e.g., BBB penetration, CYP inhibition). For this dataset (half_life_obach), we predict log10(half-life) (log10 of half-life in hours). (1) The molecule is CCc1nc(N)nc(N)c1-c1ccc(Cl)cc1. The log10(half-life) is 2.15. (2) The molecule is CCCCCNC(=N)N/N=C/c1c[nH]c2ccc(OC)cc12. The log10(half-life) is 1.04.